This data is from Peptide-MHC class I binding affinity with 185,985 pairs from IEDB/IMGT. The task is: Regression. Given a peptide amino acid sequence and an MHC pseudo amino acid sequence, predict their binding affinity value. This is MHC class I binding data. (1) The peptide sequence is APRTLVYLL. The MHC is HLA-A31:01 with pseudo-sequence HLA-A31:01. The binding affinity (normalized) is 0. (2) The peptide sequence is ILYDKEEIRRI. The binding affinity (normalized) is 0.777. The MHC is HLA-A02:03 with pseudo-sequence HLA-A02:03.